From a dataset of Full USPTO retrosynthesis dataset with 1.9M reactions from patents (1976-2016). Predict the reactants needed to synthesize the given product. (1) Given the product [ClH:75].[CH:1]1([CH2:7][C@H:8]([NH:12][C:13](=[O:19])[C:52]2[CH:56]=[C:57]([CH3:59])[CH:58]=[C:50]([C:48]([N:47]([CH2:44][CH2:45][CH3:46])[CH2:60][CH2:61][CH3:62])=[O:49])[CH:51]=2)[C@H:9]([OH:10])[CH2:11][NH:26][CH2:25][C:24]2[CH:27]=[CH:28][CH:29]=[C:22]([CH2:20][CH3:21])[CH:23]=2)[CH2:2][CH2:3][CH2:4][CH2:5][CH2:6]1, predict the reactants needed to synthesize it. The reactants are: [CH:1]1([CH2:7][C@H:8]([NH:12][C:13](=[O:19])OC(C)(C)C)[C@H:9]2[CH2:11][O:10]2)[CH2:6][CH2:5][CH2:4][CH2:3][CH2:2]1.[CH2:20]([C:22]1[CH:23]=[C:24]([CH:27]=[CH:28][CH:29]=1)[CH2:25][NH2:26])[CH3:21].C(O)(C(F)(F)F)=O.CN1CCOCC1.[CH2:44]([N:47]([CH2:60][CH2:61][CH3:62])[C:48]([C:50]1[CH:51]=[C:52]([CH:56]=[C:57]([CH3:59])[CH:58]=1)C(O)=O)=[O:49])[CH2:45][CH3:46].C1N=CN(C(N2C=NC=C2)=O)C=1.[ClH:75]. (2) Given the product [F:3][C:4]([F:9])([F:8])[C:5]([O:1][O:2][C:5](=[O:7])[C:4]([F:9])([F:8])[F:3])=[O:7], predict the reactants needed to synthesize it. The reactants are: [OH:1][OH:2].[F:3][C:4]([F:9])([F:8])[C:5]([OH:7])=O. (3) Given the product [F:32][C:2]([F:1])([F:31])[C:3]1[N:7]2[N:8]=[C:9]([N:12]3[CH2:17][CH2:16][CH:15]([C:18]4[C:26]5[C:21](=[CH:22][CH:23]=[C:24]([C:27]([OH:29])=[O:28])[CH:25]=5)[NH:20][CH:19]=4)[CH2:14][CH2:13]3)[CH:10]=[CH:11][C:6]2=[N:5][N:4]=1, predict the reactants needed to synthesize it. The reactants are: [F:1][C:2]([F:32])([F:31])[C:3]1[N:7]2[N:8]=[C:9]([N:12]3[CH2:17][CH2:16][CH:15]([C:18]4[C:26]5[C:21](=[CH:22][CH:23]=[C:24]([C:27]([O:29]C)=[O:28])[CH:25]=5)[NH:20][CH:19]=4)[CH2:14][CH2:13]3)[CH:10]=[CH:11][C:6]2=[N:5][N:4]=1.[OH-].[Na+]. (4) Given the product [C:47]([O:46][C@@H:12]1[C@H:11]([O:54][CH3:55])[C@@H:10]([CH2:9][OH:8])[O:14][C@H:13]1[N:15]1[C:45]2[N:44]=[CH:43][N:42]=[C:19]([NH:20][C:21]([C:36]3[CH:37]=[CH:38][CH:39]=[CH:40][CH:41]=3)([C:30]3[CH:31]=[CH:32][CH:33]=[CH:34][CH:35]=3)[C:22]3[CH:27]=[CH:26][C:25]([O:28][CH3:29])=[CH:24][CH:23]=3)[C:18]=2[N:17]=[CH:16]1)(=[O:53])[CH2:48][CH2:49][C:50]([CH3:52])=[O:51], predict the reactants needed to synthesize it. The reactants are: [Si]([O:8][CH2:9][C@H:10]1[O:14][C@@H:13]([N:15]2[C:45]3[N:44]=[CH:43][N:42]=[C:19]([NH:20][C:21]([C:36]4[CH:41]=[CH:40][CH:39]=[CH:38][CH:37]=4)([C:30]4[CH:35]=[CH:34][CH:33]=[CH:32][CH:31]=4)[C:22]4[CH:27]=[CH:26][C:25]([O:28][CH3:29])=[CH:24][CH:23]=4)[C:18]=3[N:17]=[CH:16]2)[C@H:12]([O:46][C:47](=[O:53])[CH2:48][CH2:49][C:50]([CH3:52])=[O:51])[C@@H:11]1[O:54][CH3:55])(C(C)(C)C)(C)C.[F-].C([N+](CCCC)(CCCC)CCCC)CCC. (5) The reactants are: [Si:1]([O:8][C@@H:9]1[CH:14]=[C:13]([C:15]2[CH:20]=[CH:19][N:18]=[CH:17][C:16]=2[N+:21]([O-:23])=[O:22])[CH2:12][C@H:11]([CH3:24])[C@@:10]1([CH2:26][OH:27])[OH:25])([C:4]([CH3:7])([CH3:6])[CH3:5])([CH3:3])[CH3:2].N1C=CC=CC=1.[C:34](Cl)(=[O:36])[CH3:35]. Given the product [C:34]([O:27][CH2:26][C@@:10]1([OH:25])[C@@H:11]([CH3:24])[CH2:12][C:13]([C:15]2[CH:20]=[CH:19][N:18]=[CH:17][C:16]=2[N+:21]([O-:23])=[O:22])=[CH:14][C@H:9]1[O:8][Si:1]([C:4]([CH3:6])([CH3:5])[CH3:7])([CH3:3])[CH3:2])(=[O:36])[CH3:35], predict the reactants needed to synthesize it. (6) Given the product [C:2]([C:5]1[CH:6]=[C:7]([CH:12]=[CH:13][C:14]=1[CH3:15])[C:8]([O:10][CH3:11])=[O:9])#[N:3], predict the reactants needed to synthesize it. The reactants are: [Cu][C:2]#[N:3].Br[C:5]1[CH:6]=[C:7]([CH:12]=[CH:13][C:14]=1[CH3:15])[C:8]([O:10][CH3:11])=[O:9]. (7) Given the product [C:14]1([CH:20]=[CH:21][CH2:1][S:2][C:3]2[C:4]([C:8]3[CH:9]=[N:10][CH:11]=[CH:12][CH:13]=3)=[N:5][NH:6][CH:7]=2)[CH:19]=[CH:18][CH:17]=[CH:16][CH:15]=1, predict the reactants needed to synthesize it. The reactants are: [CH3:1][S:2][C:3]1[C:4]([C:8]2[CH:9]=[N:10][CH:11]=[CH:12][CH:13]=2)=[N:5][NH:6][CH:7]=1.[C:14]1([C:20]2(CC=C)C=CC=C(SSCC=C)[CH2:21]2)[CH:19]=[CH:18][CH:17]=[CH:16][CH:15]=1.BrC1C(C2C=NC=CC=2)=NNC=1.